This data is from Forward reaction prediction with 1.9M reactions from USPTO patents (1976-2016). The task is: Predict the product of the given reaction. (1) Given the reactants B(OC)(OC)OC.[F:8][C:9]1[C:17]([I:18])=[C:16]([CH3:19])[CH:15]=[CH:14][C:10]=1[C:11](O)=[O:12].CSC.B.CO, predict the reaction product. The product is: [F:8][C:9]1[C:17]([I:18])=[C:16]([CH3:19])[CH:15]=[CH:14][C:10]=1[CH2:11][OH:12]. (2) Given the reactants [N+:1]([C:4]1[CH:5]=[C:6]([C:10]2[CH:23]=[C:13]3[NH:14][C:15](=[O:22])[C:16]4[C:21]([N:12]3[N:11]=2)=[CH:20][CH:19]=[CH:18][CH:17]=4)[CH:7]=[CH:8][CH:9]=1)([O-])=O.[H][H], predict the reaction product. The product is: [NH2:1][C:4]1[CH:5]=[C:6]([C:10]2[CH:23]=[C:13]3[NH:14][C:15](=[O:22])[C:16]4[C:21]([N:12]3[N:11]=2)=[CH:20][CH:19]=[CH:18][CH:17]=4)[CH:7]=[CH:8][CH:9]=1. (3) Given the reactants [CH2:1]([O:3][CH2:4][C:5]1[C:14]2[C:9](=[CH:10][CH:11]=[CH:12][CH:13]=2)[C:8]([C:15]([NH:17][C:18]2[C:19]([C:24]([NH:26][CH2:27][CH:28]3[CH2:33][CH2:32][CH2:31][CH2:30][N:29]3C(OC(C)(C)C)=O)=[O:25])=[N:20][CH:21]=[CH:22][CH:23]=2)=[O:16])=[CH:7][CH:6]=1)[CH3:2].[C:41]([OH:47])([C:43]([F:46])([F:45])[F:44])=[O:42], predict the reaction product. The product is: [CH2:1]([O:3][CH2:4][C:5]1[C:14]2[C:9](=[CH:10][CH:11]=[CH:12][CH:13]=2)[C:8]([C:15]([NH:17][C:18]2[C:19]([C:24]([NH:26][CH2:27][CH:28]3[CH2:33][CH2:32][CH2:31][CH2:30][NH:29]3)=[O:25])=[N:20][CH:21]=[CH:22][CH:23]=2)=[O:16])=[CH:7][CH:6]=1)[CH3:2].[C:41]([OH:47])([C:43]([F:46])([F:45])[F:44])=[O:42]. (4) Given the reactants [C:1]([O:20][CH2:21][CH:22]([CH2:24][OH:25])[OH:23])(=[O:19])[CH2:2][CH2:3][CH2:4][CH2:5][CH2:6][CH2:7][CH2:8]/[CH:9]=[CH:10]\[CH2:11][CH2:12][CH2:13][CH2:14][CH2:15][CH2:16][CH2:17][CH3:18].[C:26]1(=[O:32])[O:31][C:29](=[O:30])[CH2:28][CH2:27]1, predict the reaction product. The product is: [C:1]([O:20][CH2:21][CH:22]([CH2:24][OH:25])[OH:23])(=[O:19])[CH2:2][CH2:3][CH2:4][CH2:5][CH2:6][CH2:7][CH2:8]/[CH:9]=[CH:10]\[CH2:11][CH2:12][CH2:13][CH2:14][CH2:15][CH2:16][CH2:17][CH3:18].[C:26]([O-:31])(=[O:32])[CH2:27][CH2:28][C:29]([O-:19])=[O:30]. (5) Given the reactants [CH:1]1([CH2:4][O:5][C@H:6]2[CH2:11][CH2:10][C@H:9]([C:12]([O:14]CC)=[O:13])[CH2:8][CH2:7]2)[CH2:3][CH2:2]1.CO.[OH-].[Na+].C1(CO[C@H]2CC[C@H](C(O)=O)CC2)CC1, predict the reaction product. The product is: [CH:1]1([CH2:4][O:5][CH:6]2[CH2:11][CH2:10][CH:9]([C:12]([OH:14])=[O:13])[CH2:8][CH2:7]2)[CH2:2][CH2:3]1. (6) Given the reactants [Cl:1][C:2]1[CH:7]=[CH:6][C:5]([O:8][C:9]([F:12])([F:11])[F:10])=[CH:4][C:3]=1[CH:13]=C.C[OH:16], predict the reaction product. The product is: [Cl:1][C:2]1[CH:7]=[CH:6][C:5]([O:8][C:9]([F:12])([F:11])[F:10])=[CH:4][C:3]=1[CH:13]=[O:16].